The task is: Predict which catalyst facilitates the given reaction.. This data is from Catalyst prediction with 721,799 reactions and 888 catalyst types from USPTO. (1) Product: [CH3:15][NH:17][C:4](=[O:5])/[CH:3]=[C:2](\[CH3:1])/[CH2:7][CH2:8][CH:9]=[C:10]([CH3:12])[CH3:11]. Reactant: [CH3:1]/[C:2](/[CH2:7][CH2:8][CH:9]=[C:10]([CH3:12])[CH3:11])=[CH:3]\[C:4](O)=[O:5].CN.[CH2:15]([N:17](CC)CC)C.C1C=CC(P(N=[N+]=[N-])(C2C=CC=CC=2)=O)=CC=1. The catalyst class is: 1. (2) Reactant: [Br:1][C:2]1[CH:7]=[CH:6][C:5](I)=[CH:4][CH:3]=1.C([Li])CCC.[C:14]1(=[O:19])[CH2:18][CH2:17][CH2:16]C1. The catalyst class is: 627. Product: [Br:1][C:2]1[CH:7]=[CH:6][C:5]([C:14]2([OH:19])[CH2:16][CH2:17][CH2:18]2)=[CH:4][CH:3]=1. (3) Reactant: [ClH:1].[NH2:2][CH2:3][CH2:4][C:5]1[N:6]([CH3:24])[C:7](=[O:23])[C:8]2[C:13]([C:14]=1[C:15]1[CH:20]=[CH:19][CH:18]=[CH:17][CH:16]=1)=[CH:12][C:11]([O:21][CH3:22])=[CH:10][CH:9]=2.C(N(CC)CC)C.Br[CH2:33][CH2:34][CH2:35][CH2:36][CH2:37]Br. Product: [ClH:1].[CH3:22][O:21][C:11]1[CH:12]=[C:13]2[C:8](=[CH:9][CH:10]=1)[C:7](=[O:23])[N:6]([CH3:24])[C:5]([CH2:4][CH2:3][N:2]1[CH2:37][CH2:36][CH2:35][CH2:34][CH2:33]1)=[C:14]2[C:15]1[CH:20]=[CH:19][CH:18]=[CH:17][CH:16]=1. The catalyst class is: 218. (4) Reactant: C[Al](C)C.C([O:7][C:8]([C:10]1[CH:14]=[CH:13][N:12]([CH:15]([CH3:17])[CH3:16])[C:11]=1[CH:18]([C:27]1[CH:32]=[CH:31][C:30]([Cl:33])=[CH:29][CH:28]=1)[NH:19][C@H:20]1[CH2:25][CH2:24][C@H:23]([OH:26])[CH2:22][CH2:21]1)=O)C.[C@H](O)(C([O-])=O)[C@@H](O)C([O-])=O.[Na+].[K+]. Product: [Cl:33][C:30]1[CH:29]=[CH:28][C:27]([CH:18]2[C:11]3[N:12]([CH:15]([CH3:17])[CH3:16])[CH:13]=[CH:14][C:10]=3[C:8](=[O:7])[N:19]2[C@H:20]2[CH2:21][CH2:22][C@H:23]([OH:26])[CH2:24][CH2:25]2)=[CH:32][CH:31]=1. The catalyst class is: 260. (5) Reactant: [CH3:1][C:2]1[CH:8]=[CH:7][C:6]([N+:9]([O-:11])=[O:10])=[CH:5][C:3]=1[NH2:4].[Cl:12][C:13]1[N:18]=[C:17](Cl)[CH:16]=[CH:15][N:14]=1.CCN(C(C)C)C(C)C. Product: [Cl:12][C:13]1[N:18]=[C:17]([NH:4][C:3]2[CH:5]=[C:6]([N+:9]([O-:11])=[O:10])[CH:7]=[CH:8][C:2]=2[CH3:1])[CH:16]=[CH:15][N:14]=1. The catalyst class is: 51. (6) Reactant: FC(F)(F)C(O)=O.[CH3:8][O:9][C:10](=[O:37])[C@@H:11]([NH:14][C:15]([C:17]1[S:18][C:19]([C:24](=[O:36])[NH:25][CH2:26][C:27]2[CH:35]=[CH:34][CH:33]=[C:32]3[C:28]=2[CH:29]=[N:30][NH:31]3)=[CH:20][C:21]=1[CH2:22][CH3:23])=[O:16])[CH2:12][NH2:13].C(N(CC)CC)C.CN(C(ON1N=NC2C=CC=CC1=2)=[N+](C)C)C.F[P-](F)(F)(F)(F)F.C1C=CC2N(O)N=NC=2C=1.[S:79]1[CH:83]=[CH:82][CH:81]=[C:80]1[C:84](O)=[O:85]. Product: [CH3:8][O:9][C:10](=[O:37])[C@@H:11]([NH:14][C:15]([C:17]1[S:18][C:19]([C:24](=[O:36])[NH:25][CH2:26][C:27]2[CH:35]=[CH:34][CH:33]=[C:32]3[C:28]=2[CH:29]=[N:30][NH:31]3)=[CH:20][C:21]=1[CH2:22][CH3:23])=[O:16])[CH2:12][NH:13][C:84]([C:80]1[S:79][CH:83]=[CH:82][CH:81]=1)=[O:85]. The catalyst class is: 31. (7) Reactant: [C:1]1(B(O)O)[CH:6]=[CH:5][CH:4]=[CH:3][CH:2]=1.C(=O)([O-])[O-].[Cs+].[Cs+].Br[C:17]1[C:25]([CH3:26])=[CH:24][CH:23]=[C:22]2[C:18]=1[CH:19]=[CH:20][CH2:21]2.O. Product: [C:1]1([C:17]2[C:25]([CH3:26])=[CH:24][CH:23]=[C:22]3[C:18]=2[CH:19]=[CH:20][CH2:21]3)[CH:6]=[CH:5][CH:4]=[CH:3][CH:2]=1. The catalyst class is: 104. (8) Reactant: [CH:1]1([N:6]2[CH2:12][C:11]([F:14])([F:13])[C:10](=[O:15])[N:9]([CH3:16])[C:8]3[CH:17]=[N:18][C:19]([NH:21][C:22]4[CH:30]=[CH:29][C:25]([C:26](O)=[O:27])=[CH:24][C:23]=4[CH3:31])=[N:20][C:7]2=3)[CH2:5][CH2:4][CH2:3][CH2:2]1.ON1C2C=CC=C[C:36]=2N=N1.F[P-](F)(F)(F)(F)F.CN([C:52](N(C)C)=[N+:53]1[C:57]2C=CC=C[C:56]=2[N+:55]([O-])=N1)C.C(N(C(C)C)CC)(C)C.NC1CCOCC1. Product: [CH:1]1([N:6]2[CH2:12][C:11]([F:14])([F:13])[C:10](=[O:15])[N:9]([CH3:16])[C:8]3[CH:17]=[N:18][C:19]([NH:21][C:22]4[CH:30]=[CH:29][C:25]([C:26]([NH:55][CH2:56][CH2:57][N:53]([CH3:52])[CH3:36])=[O:27])=[CH:24][C:23]=4[CH3:31])=[N:20][C:7]2=3)[CH2:2][CH2:3][CH2:4][CH2:5]1. The catalyst class is: 9.